From a dataset of Reaction yield outcomes from USPTO patents with 853,638 reactions. Predict the reaction yield, written as a fraction of the theoretical maximum amount of product (1.0 means a 100% yield; for example, 0.34 means a 34% yield). The reactants are [F:1][CH2:2][C:3]1([CH2:13][F:14])[CH2:12][CH2:11][C:6]2(OCC[O:7]2)[CH2:5][CH2:4]1. The catalyst is C(O)(=O)C. The product is [F:1][CH2:2][C:3]1([CH2:13][F:14])[CH2:12][CH2:11][C:6](=[O:7])[CH2:5][CH2:4]1. The yield is 1.00.